From a dataset of Forward reaction prediction with 1.9M reactions from USPTO patents (1976-2016). Predict the product of the given reaction. (1) Given the reactants [C:1]([N:4]1[CH2:9][CH2:8][N:7]([CH2:10][C:11]([NH:13][C:14]2[CH:19]=[C:18](Br)[CH:17]=[CH:16][N:15]=2)=[O:12])[CH2:6][CH2:5]1)(=[O:3])[CH3:2].[F:21][C:22]1[CH:23]=[C:24](B(O)O)[CH:25]=[C:26]([F:28])[CH:27]=1, predict the reaction product. The product is: [C:1]([N:4]1[CH2:9][CH2:8][N:7]([CH2:10][C:11]([NH:13][C:14]2[CH:19]=[C:18]([C:24]3[CH:23]=[C:22]([F:21])[CH:27]=[C:26]([F:28])[CH:25]=3)[CH:17]=[CH:16][N:15]=2)=[O:12])[CH2:6][CH2:5]1)(=[O:3])[CH3:2]. (2) Given the reactants [CH:1]1[CH:6]=[C:5]2[C:7]([C:9](O)([OH:12])[C:10](=[O:11])[C:4]2=[CH:3][CH:2]=1)=[O:8].[CH:14]1[C:23]2[C:18](=[CH:19][CH:20]=[CH:21][CH:22]=2)[CH:17]=[CH:16][C:15]=1[OH:24], predict the reaction product. The product is: [OH:11][C:10]12[C:4]3[C:5](=[CH:6][CH:1]=[CH:2][CH:3]=3)[C:7](=[O:8])[C:9]1([OH:12])[C:16]1[CH:17]=[C:18]3[C:23](=[CH:14][C:15]=1[O:24]2)[CH:22]=[CH:21][CH:20]=[CH:19]3. (3) Given the reactants C[CH:2]1[CH2:8][C:7](=[O:9])[O:6][C:4](=[O:5])[CH2:3]1.[N:10]1([CH:16]2CCCN2CC(O)=O)[CH2:15][CH2:14][NH:13][CH2:12][CH2:11]1, predict the reaction product. The product is: [CH3:16][N:10]1[CH2:15][CH2:14][N:13]([C:7](=[O:9])[CH2:8][CH2:2][CH2:3][C:4]([OH:6])=[O:5])[CH2:12][CH2:11]1. (4) Given the reactants [CH3:1][S:2]([N:5]1[CH2:10][CH2:9][CH:8]([C:11]2[S:12][C:13]([C:16]3[CH:22]=[CH:21][C:19]([NH2:20])=[CH:18][CH:17]=3)=[CH:14][N:15]=2)[CH2:7][CH2:6]1)(=[O:4])=[O:3].[F:23][C:24]1[CH:29]=[C:28]([F:30])[C:27]([F:31])=[CH:26][C:25]=1[N:32]=[C:33]=[O:34], predict the reaction product. The product is: [CH3:1][S:2]([N:5]1[CH2:10][CH2:9][CH:8]([C:11]2[S:12][C:13]([C:16]3[CH:17]=[CH:18][C:19]([NH:20][C:33]([NH:32][C:25]4[CH:26]=[C:27]([F:31])[C:28]([F:30])=[CH:29][C:24]=4[F:23])=[O:34])=[CH:21][CH:22]=3)=[CH:14][N:15]=2)[CH2:7][CH2:6]1)(=[O:4])=[O:3]. (5) Given the reactants [C:1]([O:5][C:6]([N:8]1[CH2:12][C@@H:11]([C:13]2[CH:18]=[CH:17][C:16]([F:19])=[CH:15][N:14]=2)[C@H:10](C(O)=O)[CH2:9]1)=[O:7])([CH3:4])([CH3:3])[CH3:2].C1C=CC(P([N:37]=[N+]=[N-])(C2C=CC=CC=2)=O)=CC=1.C(N(CC)CC)C.[OH-].[Na+], predict the reaction product. The product is: [NH2:37][C@H:10]1[C@H:11]([C:13]2[CH:18]=[CH:17][C:16]([F:19])=[CH:15][N:14]=2)[CH2:12][N:8]([C:6]([O:5][C:1]([CH3:4])([CH3:3])[CH3:2])=[O:7])[CH2:9]1. (6) Given the reactants CO[C:3]1[CH:4]=[C:5]([NH:9][N:10]=[C:11]([C:14]#[N:15])[C:12]#[N:13])[CH:6]=[CH:7][CH:8]=1.[CH3:16]OC1C=CC=C(N)C=1.C(#N)CC#N.[OH2:30].[NH2:31][NH2:32], predict the reaction product. The product is: [NH2:13][C:12]1[C:11](=[N:10][NH:9][C:5]2[CH:4]=[CH:3][CH:8]=[C:7]([O:30][CH3:16])[CH:6]=2)[C:14]([NH2:15])=[N:32][N:31]=1. (7) Given the reactants Cl[C:2]1[C:11]2[C:6](=[CH:7][C:8]([O:14][CH2:15][CH2:16][CH2:17][N:18]3[CH2:23][CH2:22][N:21]([CH3:24])[CH2:20][CH2:19]3)=[C:9]([O:12][CH3:13])[CH:10]=2)[N:5]=[CH:4][N:3]=1.[F:25][C:26]1[C:34]([OH:35])=[CH:33][CH:32]=[C:31]2[C:27]=1[CH:28]=[C:29]([CH3:36])[NH:30]2, predict the reaction product. The product is: [F:25][C:26]1[C:34]([O:35][C:2]2[C:11]3[C:6](=[CH:7][C:8]([O:14][CH2:15][CH2:16][CH2:17][N:18]4[CH2:23][CH2:22][N:21]([CH3:24])[CH2:20][CH2:19]4)=[C:9]([O:12][CH3:13])[CH:10]=3)[N:5]=[CH:4][N:3]=2)=[CH:33][CH:32]=[C:31]2[C:27]=1[CH:28]=[C:29]([CH3:36])[NH:30]2. (8) Given the reactants C[O:2][C:3]1[CH:12]=[C:11]2[C:6]([CH:7]=[C:8]([C:13]([O:15][CH2:16][CH3:17])=[O:14])[CH:9]=[N:10]2)=[CH:5][CH:4]=1.ClC1C2C(=CC(OC)=CC=2)N=CC=1C(OCC)=O, predict the reaction product. The product is: [OH:2][C:3]1[CH:12]=[C:11]2[C:6]([CH:7]=[C:8]([C:13]([O:15][CH2:16][CH3:17])=[O:14])[CH:9]=[N:10]2)=[CH:5][CH:4]=1. (9) Given the reactants [C:1]([CH2:3][C:4]1[S:5][CH:6]=[C:7]([C:9]2[S:13][C:12]([NH:14][C:15](=[O:17])[CH3:16])=[N:11][C:10]=2[CH3:18])[N:8]=1)#[N:2].Cl.[NH2:20][OH:21].C(N(CC)CC)C, predict the reaction product. The product is: [NH2:2]/[C:1](=[N:20]/[OH:21])/[CH2:3][C:4]1[S:5][CH:6]=[C:7]([C:9]2[S:13][C:12]([NH:14][C:15](=[O:17])[CH3:16])=[N:11][C:10]=2[CH3:18])[N:8]=1.